From a dataset of Full USPTO retrosynthesis dataset with 1.9M reactions from patents (1976-2016). Predict the reactants needed to synthesize the given product. (1) Given the product [CH3:60][N:58]([CH3:59])[CH2:57][CH2:56][O:55][C:53](=[O:54])[CH2:52][C:49]1[CH:50]=[CH:51][C:46]([C:2]2[CH:3]=[CH:4][C:5]3=[C:6]([CH:37]=2)[N:7]=[C:8]([NH:29][C:30]([O:31][C:32]([CH3:34])([CH3:33])[CH3:35])=[O:36])[CH2:9][C:10]([C:12](=[O:28])[N:13]([CH2:17][CH2:18][CH2:19][O:20][Si:21]([C:24]([CH3:27])([CH3:25])[CH3:26])([CH3:22])[CH3:23])[CH2:14][CH2:15][CH3:16])=[CH:11]3)=[CH:47][CH:48]=1, predict the reactants needed to synthesize it. The reactants are: Br[C:2]1[CH:3]=[CH:4][C:5]2=[C:6]([CH:37]=1)[N:7]=[C:8]([NH:29][C:30](=[O:36])[O:31][C:32]([CH3:35])([CH3:34])[CH3:33])[CH2:9][C:10]([C:12](=[O:28])[N:13]([CH2:17][CH2:18][CH2:19][O:20][Si:21]([C:24]([CH3:27])([CH3:26])[CH3:25])([CH3:23])[CH3:22])[CH2:14][CH2:15][CH3:16])=[CH:11]2.CC1(C)C(C)(C)OB([C:46]2[CH:51]=[CH:50][C:49]([CH2:52][C:53]([O:55][CH2:56][CH2:57][N:58]([CH3:60])[CH3:59])=[O:54])=[CH:48][CH:47]=2)O1.C(=O)([O-])[O-].[K+].[K+]. (2) Given the product [Cl:22][C:23]1[C:31]([F:32])=[C:30]2[C:26]([C:27]([S:47][C:48]3[C:49]([F:59])=[C:50]([CH:51]=[CH:52][CH:53]=3)[C:54]([O:56][CH2:57][CH3:58])=[O:55])=[CH:28][NH:29]2)=[CH:25][CH:24]=1, predict the reactants needed to synthesize it. The reactants are: FC1C(S)=CC=CC=1C(OCC)=O.C1C(=O)N(Cl)C(=O)C1.[Cl:22][C:23]1[C:31]([F:32])=[C:30]2[C:26]([C:27]([S:47][C:48]3[CH:53]=[CH:52][CH:51]=[C:50]([C:54]([O:56][CH2:57][CH3:58])=[O:55])[C:49]=3[F:59])=[C:28](C3CC3)[N:29]2C2C=NN(CCCC(O)=O)C=2)=[CH:25][CH:24]=1. (3) Given the product [Cl:1][C:2]1[CH:3]=[C:4]([CH2:9][NH:10][S:27]([C:23]2[CH:24]=[CH:25][CH:26]=[CH:21][C:22]=2[O:31][CH3:32])(=[O:29])=[O:28])[CH:5]=[CH:6][C:7]=1[Cl:8], predict the reactants needed to synthesize it. The reactants are: [Cl:1][C:2]1[CH:3]=[C:4]([CH2:9][NH2:10])[CH:5]=[CH:6][C:7]=1[Cl:8].CCN(C(C)C)C(C)C.Cl[C:21]1[C:22]([O:31][CH3:32])=[C:23]([S:27](Cl)(=[O:29])=[O:28])[CH:24]=[CH:25][CH:26]=1. (4) Given the product [CH3:1][O:2][CH2:3][C@@H:4]1[CH2:8][CH2:7][CH2:6][N:5]1[S:9]([C:12]1[CH:20]=[CH:19][C:18]2[N:17]3[CH2:21][CH2:22][CH2:23][N:24]=[C:16]3[C:15](=[O:25])[C:14]=2[CH:13]=1)(=[O:11])=[O:10], predict the reactants needed to synthesize it. The reactants are: [CH3:1][O:2][CH2:3][C@@H:4]1[CH2:8][CH2:7][CH2:6][N:5]1[S:9]([C:12]1[CH:20]=[CH:19][C:18]2[N:17]3[CH2:21][CH2:22][CH2:23][N:24]=[C:16]3[C:15]3(OCCC[O:25]3)[C:14]=2[CH:13]=1)(=[O:11])=[O:10].OS(O)(=O)=O.[NH4+].[OH-]. (5) Given the product [F:27][C:28]1[C:33]([C:2]2[C:3]([CH3:26])=[C:4]([CH2:16][N:17]([CH3:25])[C:18](=[O:24])[O:19][C:20]([CH3:23])([CH3:21])[CH3:22])[S:5][C:6]=2[S:7]([C:10]2[CH:11]=[CH:12][CH:13]=[CH:14][CH:15]=2)(=[O:8])=[O:9])=[CH:32][CH:31]=[CH:30][N:29]=1, predict the reactants needed to synthesize it. The reactants are: Br[C:2]1[C:3]([CH3:26])=[C:4]([CH2:16][N:17]([CH3:25])[C:18](=[O:24])[O:19][C:20]([CH3:23])([CH3:22])[CH3:21])[S:5][C:6]=1[S:7]([C:10]1[CH:15]=[CH:14][CH:13]=[CH:12][CH:11]=1)(=[O:9])=[O:8].[F:27][C:28]1[C:33](B(O)O)=[CH:32][CH:31]=[CH:30][N:29]=1.C(=O)([O-])[O-].[Na+].[Na+].COCCOC. (6) The reactants are: [C:1]([O:5][OH:6])([CH3:4])([CH3:3])[CH3:2].[OH-].[K+].[C:9](Cl)(=[O:13])[CH:10]([CH3:12])[CH3:11].Cl.CCCCCCCCCC(C)C. Given the product [C:9]([O:6][O:5][C:1]([CH3:4])([CH3:3])[CH3:2])(=[O:13])[CH:10]([CH3:12])[CH3:11], predict the reactants needed to synthesize it.